This data is from Catalyst prediction with 721,799 reactions and 888 catalyst types from USPTO. The task is: Predict which catalyst facilitates the given reaction. Reactant: [Cl:1][C:2]1[CH:3]=[N+:4]([O-:27])[CH:5]=[C:6]([Cl:26])[C:7]=1[CH2:8][C@@H:9]([C:11]1[CH:16]=[CH:15][C:14]([O:17][CH:18]([F:20])[F:19])=[C:13]([O:21][CH2:22][CH:23]2[CH2:25][CH2:24]2)[CH:12]=1)[OH:10].[Br:28][CH2:29][C:30](Cl)=[O:31]. Product: [Br:28][CH2:29][C:30]([O:10][C@H:9]([C:11]1[CH:16]=[CH:15][C:14]([O:17][CH:18]([F:20])[F:19])=[C:13]([O:21][CH2:22][CH:23]2[CH2:25][CH2:24]2)[CH:12]=1)[CH2:8][C:7]1[C:6]([Cl:26])=[CH:5][N+:4]([O-:27])=[CH:3][C:2]=1[Cl:1])=[O:31]. The catalyst class is: 64.